From a dataset of Forward reaction prediction with 1.9M reactions from USPTO patents (1976-2016). Predict the product of the given reaction. Given the reactants [N+:1]([C:4]1[CH:9]=[CH:8][C:7]([CH2:10][CH2:11][CH2:12][N:13]2[CH:17]=[N:16][CH:15]=[N:14]2)=[CH:6][CH:5]=1)([O-])=O.[Cl-].[Ca+2].[Cl-], predict the reaction product. The product is: [N:13]1([CH2:12][CH2:11][CH2:10][C:7]2[CH:8]=[CH:9][C:4]([NH2:1])=[CH:5][CH:6]=2)[CH:17]=[N:16][CH:15]=[N:14]1.